From a dataset of Forward reaction prediction with 1.9M reactions from USPTO patents (1976-2016). Predict the product of the given reaction. (1) The product is: [OH:17][C:14]1[CH:15]=[CH:16][C:11]([CH2:10][CH2:9][NH:8][C:4]2[N:3]=[C:2]([C:25]3[CH:26]=[C:21]([C:18](=[O:20])[CH3:19])[CH:22]=[CH:23][CH:24]=3)[CH:7]=[CH:6][N:5]=2)=[CH:12][CH:13]=1. Given the reactants Cl[C:2]1[CH:7]=[CH:6][N:5]=[C:4]([NH:8][CH2:9][CH2:10][C:11]2[CH:16]=[CH:15][C:14]([OH:17])=[CH:13][CH:12]=2)[N:3]=1.[C:18]([C:21]1[CH:22]=[C:23](B(O)O)[CH:24]=[CH:25][CH:26]=1)(=[O:20])[CH3:19], predict the reaction product. (2) The product is: [CH:24]1([NH:27][C:11](=[O:12])[C:10]2[CH:14]=[CH:15][C:7]([N:6]3[C:2]([OH:1])=[C:3]([C:16]4[CH:21]=[CH:20][N:19]=[C:18]([O:22][CH3:23])[CH:17]=4)[CH:4]=[N:5]3)=[N:8][CH:9]=2)[CH2:26][CH2:25]1. Given the reactants [OH:1][C:2]1[N:6]([C:7]2[CH:15]=[CH:14][C:10]([C:11](O)=[O:12])=[CH:9][N:8]=2)[N:5]=[CH:4][C:3]=1[C:16]1[CH:21]=[CH:20][N:19]=[C:18]([O:22][CH3:23])[CH:17]=1.[CH:24]1([NH2:27])[CH2:26][CH2:25]1, predict the reaction product. (3) The product is: [Cl:33][C:34]1[CH:39]=[C:38]([N:11]2[C:12]3[C:17](=[CH:16][C:15]([C:19]([N:21]4[CH2:22][CH2:23][CH:24]([N:27]5[CH2:31][CH2:30][CH2:29][CH2:28]5)[CH2:25][CH2:26]4)=[O:20])=[CH:14][CH:13]=3)[CH:18]=[C:10]2[C:8]([N:5]2[CH2:6][CH2:7][C:2]([F:1])([F:32])[CH2:3][CH2:4]2)=[O:9])[CH:37]=[CH:36][N:35]=1. Given the reactants [F:1][C:2]1([F:32])[CH2:7][CH2:6][N:5]([C:8]([C:10]2[NH:11][C:12]3[C:17]([CH:18]=2)=[CH:16][C:15]([C:19]([N:21]2[CH2:26][CH2:25][CH:24]([N:27]4[CH2:31][CH2:30][CH2:29][CH2:28]4)[CH2:23][CH2:22]2)=[O:20])=[CH:14][CH:13]=3)=[O:9])[CH2:4][CH2:3]1.[Cl:33][C:34]1[CH:39]=[C:38](B(O)O)[CH:37]=[CH:36][N:35]=1.N1C=CC=CC=1, predict the reaction product. (4) Given the reactants [NH:1]1[CH2:7][CH2:6][C:5](=[O:8])[NH:4][CH2:3][CH2:2]1.[C:9](O[C:9]([O:11][C:12]([CH3:15])([CH3:14])[CH3:13])=[O:10])([O:11][C:12]([CH3:15])([CH3:14])[CH3:13])=[O:10], predict the reaction product. The product is: [O:8]=[C:5]1[CH2:6][CH2:7][N:1]([C:9]([O:11][C:12]([CH3:15])([CH3:14])[CH3:13])=[O:10])[CH2:2][CH2:3][NH:4]1.